From a dataset of Catalyst prediction with 721,799 reactions and 888 catalyst types from USPTO. Predict which catalyst facilitates the given reaction. Reactant: O[C:2]1[CH:7]=[CH:6][C:5]([N+:8]([O-:10])=[O:9])=[CH:4][C:3]=1[C:11](=O)[CH3:12].O.[NH2:15][NH2:16]. Product: [CH3:12][C:11]1[C:3]2[C:2](=[CH:7][CH:6]=[C:5]([N+:8]([O-:10])=[O:9])[CH:4]=2)[NH:16][N:15]=1. The catalyst class is: 13.